This data is from Full USPTO retrosynthesis dataset with 1.9M reactions from patents (1976-2016). The task is: Predict the reactants needed to synthesize the given product. (1) Given the product [CH3:1][C:2]([CH3:17])([CH3:16])[C@@H:3]([C:13]([OH:15])=[O:14])[NH:4][C:5]([O:7][CH2:8][CH2:9][CH2:10][CH2:11][CH:12]=[CH2:18])=[O:6], predict the reactants needed to synthesize it. The reactants are: [CH3:1][C:2]([CH3:17])([CH3:16])[C@@H:3]([C:13]([OH:15])=[O:14])[NH:4][C:5]([O:7][CH2:8][CH2:9][CH2:10][CH:11]=[CH2:12])=[O:6].[CH2:18](O)CCCC=C. (2) Given the product [CH3:17][C:18]1[CH:24]=[CH:23][CH:22]=[CH:21][C:19]=1[NH:20][C:14]([C:10]1[S:11][CH:12]=[CH:13][C:9]=1[NH:8][C:6](=[O:7])[O:5][C:1]([CH3:2])([CH3:3])[CH3:4])=[O:16], predict the reactants needed to synthesize it. The reactants are: [C:1]([O:5][C:6]([NH:8][C:9]1[CH:13]=[CH:12][S:11][C:10]=1[C:14]([OH:16])=O)=[O:7])([CH3:4])([CH3:3])[CH3:2].[CH3:17][C:18]1[CH:24]=[CH:23][CH:22]=[CH:21][C:19]=1[NH2:20]. (3) Given the product [CH3:23][C:24]1[N:25]=[C:26]([N:32]2[CH2:36][CH2:35][N:34]([CH2:37][C:38]3[CH:39]=[CH:40][C:41]([O:44][C:45]([F:46])([F:47])[F:48])=[CH:42][CH:43]=3)[C:33]2=[O:49])[S:27][C:28]=1[C:29]([NH:50][CH2:51][C:52]1[CH:53]=[N:54][CH:55]=[CH:56][CH:57]=1)=[O:31], predict the reactants needed to synthesize it. The reactants are: C(N1CCN(C2SC(C(O)=O)=C(C)N=2)C1=O)C1C=CC=CC=1.[CH3:23][C:24]1[N:25]=[C:26]([N:32]2[CH2:36][CH2:35][N:34]([CH2:37][C:38]3[CH:43]=[CH:42][C:41]([O:44][C:45]([F:48])([F:47])[F:46])=[CH:40][CH:39]=3)[C:33]2=[O:49])[S:27][C:28]=1[C:29]([OH:31])=O.[NH2:50][CH2:51][C:52]1[CH:53]=[N:54][CH:55]=[CH:56][CH:57]=1.